From a dataset of Catalyst prediction with 721,799 reactions and 888 catalyst types from USPTO. Predict which catalyst facilitates the given reaction. (1) Reactant: [CH3:1][CH2:2][C:3](=[O:9])[CH2:4][C:5](=O)[CH2:6][CH3:7].C([O-])(=O)C.[NH4+:14]. Product: [NH2:14][C:5]([CH2:6][CH3:7])=[CH:4][C:3](=[O:9])[CH2:2][CH3:1]. The catalyst class is: 5. (2) Reactant: C(O[BH-](OC(=O)C)OC(=O)C)(=O)C.[Na+].[Cl:15][C:16]1[N:17]=[CH:18][C:19]([CH:22]=O)=[N:20][CH:21]=1.[CH3:24][N:25]1[CH2:30][CH2:29][NH:28][CH2:27][CH2:26]1.C(=O)([O-])O.[Na+]. Product: [Cl:15][C:16]1[CH:21]=[N:20][C:19]([CH2:22][N:28]2[CH2:29][CH2:30][N:25]([CH3:24])[CH2:26][CH2:27]2)=[CH:18][N:17]=1. The catalyst class is: 10. (3) Reactant: [C:1]([CH2:3][NH:4][C:5]([C@@H:7]([NH:18][C:19](=[O:32])[C:20]1[CH:25]=[CH:24][C:23]([N:26]2[CH2:31][CH2:30][O:29][CH2:28][CH2:27]2)=[CH:22][CH:21]=1)[CH2:8][C:9]1[CH:14]=[C:13]([I:15])[C:12]([OH:16])=[C:11]([I:17])[CH:10]=1)=[O:6])#[N:2].CO.[CH3:35][Si](C=[N+]=[N-])(C)C. Product: [C:1]([CH2:3][NH:4][C:5]([C@@H:7]([NH:18][C:19](=[O:32])[C:20]1[CH:25]=[CH:24][C:23]([N:26]2[CH2:31][CH2:30][O:29][CH2:28][CH2:27]2)=[CH:22][CH:21]=1)[CH2:8][C:9]1[CH:10]=[C:11]([I:17])[C:12]([O:16][CH3:35])=[C:13]([I:15])[CH:14]=1)=[O:6])#[N:2]. The catalyst class is: 10.